Dataset: Reaction yield outcomes from USPTO patents with 853,638 reactions. Task: Predict the reaction yield, written as a fraction of the theoretical maximum amount of product (1.0 means a 100% yield; for example, 0.34 means a 34% yield). (1) The reactants are [OH-].[Li+].[CH:3]1([C:6]2[C:15]3[C:10](=[CH:11][CH:12]=[CH:13][CH:14]=3)[C:9]([N:16]3[C:20]([C:21]([F:24])([F:23])[F:22])=[N:19][N:18]=[C:17]3[S:25][C:26]([CH3:33])([CH3:32])[C:27]([O:29]CC)=[O:28])=[CH:8][CH:7]=2)[CH2:5][CH2:4]1. The catalyst is C1COCC1. The product is [CH:3]1([C:6]2[C:15]3[C:10](=[CH:11][CH:12]=[CH:13][CH:14]=3)[C:9]([N:16]3[C:20]([C:21]([F:22])([F:24])[F:23])=[N:19][N:18]=[C:17]3[S:25][C:26]([CH3:33])([CH3:32])[C:27]([OH:29])=[O:28])=[CH:8][CH:7]=2)[CH2:4][CH2:5]1. The yield is 0.530. (2) The reactants are [Cl:1][C:2]1[C:3]([N+:11]([O-:13])=[O:12])=[C:4]([CH:8]=[CH:9][CH:10]=1)[C:5]([OH:7])=[O:6].[Si](C=[N+]=[N-])(C)(C)[CH3:15].CC(O)=O. The catalyst is CO.C(#N)C. The product is [Cl:1][C:2]1[C:3]([N+:11]([O-:13])=[O:12])=[C:4]([CH:8]=[CH:9][CH:10]=1)[C:5]([O:7][CH3:15])=[O:6]. The yield is 0.740. (3) The reactants are [Si:1]([O:8][CH2:9][C@@H:10]([N:15]([CH3:28])[C:16]([NH:18][CH2:19][C:20]1[CH:25]=[CH:24][CH:23]=[C:22]([F:26])[C:21]=1[F:27])=[O:17])[CH2:11][CH2:12][CH2:13][OH:14])([C:4]([CH3:7])([CH3:6])[CH3:5])([CH3:3])[CH3:2].[Si]([O:36]C(CC(N(C)C(NCC1C=CC=C(F)C=1F)=O)C)C([O-])=O)(C(C)(C)C)(C)C.N1C=NN=N1.C(N(C(C)C)[P:67]([O:73][C:74]([CH3:77])([CH3:76])[CH3:75])[O:68][C:69]([CH3:72])([CH3:71])[CH3:70])(C)C.C1C=C(Cl)C=C(C(OO)=O)C=1. The catalyst is C1COCC1. The product is [P:67]([O:14][CH2:13][CH2:12][CH2:11][C@H:10]([N:15]([CH3:28])[C:16]([NH:18][CH2:19][C:20]1[CH:25]=[CH:24][CH:23]=[C:22]([F:26])[C:21]=1[F:27])=[O:17])[CH2:9][O:8][Si:1]([C:4]([CH3:5])([CH3:7])[CH3:6])([CH3:2])[CH3:3])([O:68][C:69]([CH3:70])([CH3:71])[CH3:72])([O:73][C:74]([CH3:75])([CH3:76])[CH3:77])=[O:36]. The yield is 0.540. (4) The catalyst is CO.C(OCC)(=O)C. The product is [N:8]1([C@H:7]([C:17]2[S:18][CH:19]=[CH:20][CH:21]=2)[C@H:5]([OH:6])[CH2:4][OH:3])[C:16]2[C:11](=[CH:12][CH:13]=[CH:14][CH:15]=2)[CH:10]=[CH:9]1. The reactants are CC1(C)[O:6][C@@H:5]([C@@H:7]([C:17]2[S:18][CH:19]=[CH:20][CH:21]=2)[N:8]2[C:16]3[C:11](=[CH:12][CH:13]=[CH:14][CH:15]=3)[CH:10]=[CH:9]2)[CH2:4][O:3]1.C1(S(O)(=O)=O)C=CC=CC=1. The yield is 0.820. (5) The reactants are [CH2:1]([N:8]([CH2:26][C@H:27]([OH:49])[CH2:28][O:29][C:30]1[CH:35]=[CH:34][C:33]([O:36][CH2:37][C:38]2[CH:43]=[CH:42][CH:41]=[CH:40][CH:39]=2)=[C:32]([NH:44][S:45]([CH3:48])(=[O:47])=[O:46])[CH:31]=1)[CH:9]1[CH2:14][CH2:13][CH:12]([C:15]2[CH:25]=[CH:24][C:18]([C:19]([O:21]CC)=[O:20])=[CH:17][CH:16]=2)[CH2:11][CH2:10]1)[C:2]1[CH:7]=[CH:6][CH:5]=[CH:4][CH:3]=1.[OH-].[Na+]. The catalyst is C(O)C. The product is [CH2:1]([N:8]([CH2:26][C@H:27]([OH:49])[CH2:28][O:29][C:30]1[CH:35]=[CH:34][C:33]([O:36][CH2:37][C:38]2[CH:43]=[CH:42][CH:41]=[CH:40][CH:39]=2)=[C:32]([NH:44][S:45]([CH3:48])(=[O:47])=[O:46])[CH:31]=1)[C@H:9]1[CH2:14][CH2:13][C@H:12]([C:15]2[CH:16]=[CH:17][C:18]([C:19]([OH:21])=[O:20])=[CH:24][CH:25]=2)[CH2:11][CH2:10]1)[C:2]1[CH:3]=[CH:4][CH:5]=[CH:6][CH:7]=1. The yield is 0.940. (6) The reactants are Cl[C:2]1[CH:7]=[CH:6][C:5]([NH:8][C:9](=[O:14])[C:10]([CH3:13])([CH3:12])[CH3:11])=[C:4]([CH3:15])[C:3]=1[C:16]([F:19])([F:18])[F:17].[CH3:20][N:21]1C(=O)CCC1. The catalyst is O. The product is [C:20]([C:2]1[CH:7]=[CH:6][C:5]([NH:8][C:9](=[O:14])[C:10]([CH3:13])([CH3:12])[CH3:11])=[C:4]([CH3:15])[C:3]=1[C:16]([F:19])([F:18])[F:17])#[N:21]. The yield is 0.520. (7) The reactants are [S:1]1[CH:5]=[CH:4][CH:3]=[C:2]1B(O)O.Br[C:10]1[CH:15]=[CH:14][C:13]([NH:16][C:17](=[O:23])[O:18][C:19]([CH3:22])([CH3:21])[CH3:20])=[C:12]([N+:24]([O-:26])=[O:25])[CH:11]=1.C1(C)C=CC=CC=1P(C1C=CC=CC=1C)C1C=CC=CC=1C.C(=O)([O-])[O-].[K+].[K+]. The product is [N+:24]([C:12]1[CH:11]=[C:10]([C:2]2[S:1][CH:5]=[CH:4][CH:3]=2)[CH:15]=[CH:14][C:13]=1[NH:16][C:17](=[O:23])[O:18][C:19]([CH3:21])([CH3:20])[CH3:22])([O-:26])=[O:25]. The yield is 0.810. The catalyst is C(COC)OC.O.C(OCC)(=O)C. (8) The reactants are Cl[CH2:2][C:3]1[CH:8]=[C:7]([C:9]([NH:11][C:12]2[S:13][C:14]([C:22]3[CH:27]=[CH:26][N:25]=[CH:24][CH:23]=3)=[C:15]([C:17]3[O:18][CH:19]=[CH:20][CH:21]=3)[N:16]=2)=[O:10])[CH:6]=[CH:5][N:4]=1.[NH:28]1[CH:32]=[CH:31][N:30]=[CH:29]1.O. The catalyst is CN(C=O)C. The product is [O:18]1[CH:19]=[CH:20][CH:21]=[C:17]1[C:15]1[N:16]=[C:12]([NH:11][C:9]([C:7]2[CH:6]=[CH:5][N:4]=[C:3]([CH2:2][N:28]3[CH:32]=[CH:31][N:30]=[CH:29]3)[CH:8]=2)=[O:10])[S:13][C:14]=1[C:22]1[CH:27]=[CH:26][N:25]=[CH:24][CH:23]=1. The yield is 0.740. (9) The reactants are Br[C:2]1[N:3]([CH2:21][C:22]([O:24][C:25]([CH3:28])([CH3:27])[CH3:26])=[O:23])[C:4]2[C:9]([C:10]=1[CH:11]1[CH2:16][CH2:15][CH2:14][CH2:13][CH2:12]1)=[CH:8][CH:7]=[C:6]([C:17]([O:19][CH3:20])=[O:18])[CH:5]=2.[CH3:29][O:30][C:31]1[CH:36]=[CH:35][C:34](B(O)O)=[CH:33][CH:32]=1.C([O-])([O-])=O.[Na+].[Na+]. The catalyst is COCCOC.CCO.CCOC(C)=O.[Cl-].[Na+].O.C1C=CC([P]([Pd]([P](C2C=CC=CC=2)(C2C=CC=CC=2)C2C=CC=CC=2)([P](C2C=CC=CC=2)(C2C=CC=CC=2)C2C=CC=CC=2)[P](C2C=CC=CC=2)(C2C=CC=CC=2)C2C=CC=CC=2)(C2C=CC=CC=2)C2C=CC=CC=2)=CC=1. The product is [C:25]([O:24][C:22](=[O:23])[CH2:21][N:3]1[C:4]2[C:9](=[CH:8][CH:7]=[C:6]([C:17]([O:19][CH3:20])=[O:18])[CH:5]=2)[C:10]([CH:11]2[CH2:16][CH2:15][CH2:14][CH2:13][CH2:12]2)=[C:2]1[C:34]1[CH:35]=[CH:36][C:31]([O:30][CH3:29])=[CH:32][CH:33]=1)([CH3:28])([CH3:27])[CH3:26]. The yield is 0.810. (10) The reactants are [N:1]([CH2:4][CH:5]([NH:16][C:17](=[O:23])[O:18][C:19]([CH3:22])([CH3:21])[CH3:20])[CH2:6][CH2:7][CH2:8][CH2:9][CH2:10][CH2:11][CH2:12][CH2:13][CH2:14][CH3:15])=[N+]=[N-]. The catalyst is [Pd].CO. The product is [NH2:1][CH2:4][CH:5]([NH:16][C:17](=[O:23])[O:18][C:19]([CH3:22])([CH3:21])[CH3:20])[CH2:6][CH2:7][CH2:8][CH2:9][CH2:10][CH2:11][CH2:12][CH2:13][CH2:14][CH3:15]. The yield is 0.840.